This data is from Retrosynthesis with 50K atom-mapped reactions and 10 reaction types from USPTO. The task is: Predict the reactants needed to synthesize the given product. (1) The reactants are: CC(=O)O[BH-](OC(C)=O)OC(C)=O.CCC(c1nc2snc(C)c2c(=O)n1Cc1ccccc1)N(CCCN)C(=O)c1ccc(C)cc1. Given the product CCC(c1nc2snc(C)c2c(=O)n1Cc1ccccc1)N(CCCNC(C)C)C(=O)c1ccc(C)cc1, predict the reactants needed to synthesize it. (2) Given the product CSCCCNc1nc2c(-c3cccc(C(F)(F)F)c3)c(C)c(Br)cn2n1, predict the reactants needed to synthesize it. The reactants are: CSCCCN.Cc1c(Br)cn2nc(Cl)nc2c1-c1cccc(C(F)(F)F)c1. (3) Given the product CC(C)(C)OC(=O)NCC(=O)Nc1cc(-c2cn(S(=O)(=O)c3ccccc3)c3cc(F)ccc23)ccc1N, predict the reactants needed to synthesize it. The reactants are: CC(C)(C)OC(=O)NCC(=O)O.Nc1ccc(-c2cn(S(=O)(=O)c3ccccc3)c3cc(F)ccc23)cc1N. (4) Given the product CN(C(=O)OC(C)(C)C)c1cc(Oc2ccc(Oc3ccccc3)cc2)ccc1N, predict the reactants needed to synthesize it. The reactants are: CN(C(=O)OC(C)(C)C)c1cc(Oc2ccc(Oc3ccccc3)cc2)ccc1[N+](=O)[O-]. (5) Given the product CCOC(=O)[C@H](O)C(C)(C)COS(=O)(=O)CCCNC(C)=O, predict the reactants needed to synthesize it. The reactants are: CCOC(=O)[C@H](OCc1ccccc1)C(C)(C)COS(=O)(=O)CCCNC(C)=O.